From a dataset of Full USPTO retrosynthesis dataset with 1.9M reactions from patents (1976-2016). Predict the reactants needed to synthesize the given product. (1) The reactants are: [Na].[NH:2]1[C:6]([C:7]2[CH:8]=[C:9]([N:13]3[C:19](=[O:20])[CH2:18][C:17](=[O:21])[NH:16][C:15]4[C:22]5[CH2:23][CH2:24][CH2:25][C:26]=5[CH:27]=[CH:28][C:14]3=4)[CH:10]=[CH:11][CH:12]=2)=[N:5][N:4]=[N:3]1.[CH3:29]I.O. Given the product [CH3:29][N:4]1[N:3]=[N:2][C:6]([C:7]2[CH:8]=[C:9]([N:13]3[C:19](=[O:20])[CH2:18][C:17](=[O:21])[NH:16][C:15]4[C:22]5[CH2:23][CH2:24][CH2:25][C:26]=5[CH:27]=[CH:28][C:14]3=4)[CH:10]=[CH:11][CH:12]=2)=[N:5]1.[CH3:29][N:5]1[C:6]([C:7]2[CH:8]=[C:9]([N:13]3[C:19](=[O:20])[CH2:18][C:17](=[O:21])[NH:16][C:15]4[C:22]5[CH2:23][CH2:24][CH2:25][C:26]=5[CH:27]=[CH:28][C:14]3=4)[CH:10]=[CH:11][CH:12]=2)=[N:2][N:3]=[N:4]1, predict the reactants needed to synthesize it. (2) Given the product [NH2:5][C:4]1[CH:6]=[CH:7][C:8]([O:9][C:10]2[CH:15]=[CH:14][N:13]=[C:12]3[NH:16][N:17]=[C:18]([C:30]([N:28]4[CH2:29][CH2:22][N:21]([CH3:26])[CH2:20][CH2:27]4)=[O:31])[C:11]=23)=[C:2]([F:1])[CH:3]=1, predict the reactants needed to synthesize it. The reactants are: [F:1][C:2]1[CH:3]=[C:4]([CH:6]=[CH:7][C:8]=1[O:9][C:10]1[CH:15]=[CH:14][N:13]=[C:12]2[NH:16][N:17]=[C:18](I)[C:11]=12)[NH2:5].[CH3:20][N:21]1[CH2:26]CNC[CH2:22]1.[CH3:27][N:28]([CH:30]=[O:31])[CH3:29]. (3) Given the product [OH:38][CH2:37][CH2:36][NH:35][C:3]([C:5]1[C:9]2=[N:10][C:11]([C:27]3[CH:32]=[CH:31][C:30]([F:33])=[CH:29][CH:28]=3)=[C:12]([C:21]3[CH:26]=[CH:25][N:24]=[CH:23][CH:22]=3)[C:13]([C:14]3[CH:15]=[CH:16][C:17]([F:20])=[CH:18][CH:19]=3)=[C:8]2[NH:7][N:6]=1)=[O:4], predict the reactants needed to synthesize it. The reactants are: CO[C:3]([C:5]1[C:9]2=[N:10][C:11]([C:27]3[CH:32]=[CH:31][C:30]([F:33])=[CH:29][CH:28]=3)=[C:12]([C:21]3[CH:26]=[CH:25][N:24]=[CH:23][CH:22]=3)[C:13]([C:14]3[CH:19]=[CH:18][C:17]([F:20])=[CH:16][CH:15]=3)=[C:8]2[NH:7][N:6]=1)=[O:4].O.[NH2:35][CH2:36][CH2:37][OH:38]. (4) Given the product [CH3:17][N:2]([CH3:1])[C:3]1[CH:4]=[CH:5][C:6]([CH2:7][CH2:8][N:9]2[CH2:13][CH2:12][C@H:11]([O:14][S:26]([CH3:25])(=[O:28])=[O:27])[CH2:10]2)=[CH:15][CH:16]=1, predict the reactants needed to synthesize it. The reactants are: [CH3:1][N:2]([CH3:17])[C:3]1[CH:16]=[CH:15][C:6]([CH2:7][CH2:8][N:9]2[CH2:13][CH2:12][C@H:11]([OH:14])[CH2:10]2)=[CH:5][CH:4]=1.C(N(CC)CC)C.[CH3:25][S:26](Cl)(=[O:28])=[O:27]. (5) Given the product [C:1]([O:4][C@@H:5]1[C@@H:10]([O:11][C:12](=[O:14])[CH3:13])[C@H:9]([O:15][C:16](=[O:18])[CH3:17])[C@@H:8]([CH2:19][O:20][C:21](=[O:23])[CH3:22])[O:7][C@H:6]1[O:24][C:25]1[C:29]([CH2:30][C:31]2[CH:36]=[CH:35][C:34]([O:37][CH2:38][CH2:39][O:40][S:53]([CH3:52])(=[O:55])=[O:54])=[CH:33][C:32]=2[CH3:41])=[C:28]([CH:42]([CH3:44])[CH3:43])[NH:27][N:26]=1)(=[O:3])[CH3:2], predict the reactants needed to synthesize it. The reactants are: [C:1]([O:4][C@@H:5]1[C@@H:10]([O:11][C:12](=[O:14])[CH3:13])[C@H:9]([O:15][C:16](=[O:18])[CH3:17])[C@@H:8]([CH2:19][O:20][C:21](=[O:23])[CH3:22])[O:7][C@H:6]1[O:24][C:25]1[C:29]([CH2:30][C:31]2[CH:36]=[CH:35][C:34]([O:37][CH2:38][CH2:39][OH:40])=[CH:33][C:32]=2[CH3:41])=[C:28]([CH:42]([CH3:44])[CH3:43])[NH:27][N:26]=1)(=[O:3])[CH3:2].C(N(CC)CC)C.[CH3:52][S:53](Cl)(=[O:55])=[O:54].Cl. (6) Given the product [Cl:1][C:2]1[CH:9]=[C:8]([N:10]([CH2:16][C:17]2[CH:22]=[CH:21][CH:20]=[CH:19][C:18]=2[Cl:23])[C@H:11]2[CH2:15][CH2:14][N:13]([CH2:25][C:26](=[O:28])[CH3:27])[CH2:12]2)[CH:7]=[CH:6][C:3]=1[C:4]#[N:5], predict the reactants needed to synthesize it. The reactants are: [Cl:1][C:2]1[CH:9]=[C:8]([N:10]([CH2:16][C:17]2[CH:22]=[CH:21][CH:20]=[CH:19][C:18]=2[Cl:23])[C@H:11]2[CH2:15][CH2:14][NH:13][CH2:12]2)[CH:7]=[CH:6][C:3]=1[C:4]#[N:5].Cl[CH2:25][C:26](=[O:28])[CH3:27]. (7) Given the product [C:19]([O:18][C:16]([NH:15][CH2:14][CH2:13][CH2:12][N:11]1[C:10]2[CH:9]=[CH:8][C:4]([C:5]([OH:7])=[O:6])=[CH:3][C:2]=2[NH:1][C:38]1=[O:41])=[O:17])([CH3:22])([CH3:21])[CH3:20], predict the reactants needed to synthesize it. The reactants are: [NH2:1][C:2]1[CH:3]=[C:4]([CH:8]=[CH:9][C:10]=1[NH:11][CH2:12][CH2:13][CH2:14][NH:15][C:16]([O:18][C:19]([CH3:22])([CH3:21])[CH3:20])=[O:17])[C:5]([OH:7])=[O:6].CCN(C(C)C)C(C)C.Cl[Si](C)(C)C.Cl[C:38]([O:41]C(=O)OC(Cl)(Cl)Cl)(Cl)Cl.C(=O)(O)[O-].[Na+].C(O)(=O)CC(CC(O)=O)(C(O)=O)O. (8) Given the product [CH3:10][O:11][CH2:17][O:18][C@@H:3]1[CH2:4][CH2:5][CH2:9][C@H:1]([C:7]([O:6][CH3:13])=[O:8])[CH2:2]1, predict the reactants needed to synthesize it. The reactants are: [CH:1]12[CH2:9][CH:5]([O:6][C:7]1=[O:8])[CH2:4][CH2:3][CH2:2]2.[CH3:10][O-:11].[Na+].[C:13](O)(=O)C.[CH3:17][OH:18]. (9) The reactants are: O.C1(C)C=CC(S(O)(=O)=O)=CC=1.C[O:14][CH:15](OC)[C:16]1[C:43]([O:44]COC)=[C:42]([C:48]([F:51])([F:50])[F:49])[CH:41]=[CH:40][C:17]=1[CH2:18][O:19][C:20]1[CH:25]=[CH:24][C:23]([C:26]2[CH:31]=[CH:30][C:29]([CH2:32][C:33]([O:35][CH2:36][CH:37]=[CH2:38])=[O:34])=[CH:28][CH:27]=2)=[CH:22][C:21]=1[F:39]. Given the product [F:39][C:21]1[CH:22]=[C:23]([C:26]2[CH:31]=[CH:30][C:29]([CH2:32][C:33]([O:35][CH2:36][CH:37]=[CH2:38])=[O:34])=[CH:28][CH:27]=2)[CH:24]=[CH:25][C:20]=1[O:19][CH2:18][C:17]1[CH:40]=[CH:41][C:42]([C:48]([F:51])([F:50])[F:49])=[C:43]([OH:44])[C:16]=1[CH:15]=[O:14], predict the reactants needed to synthesize it. (10) Given the product [CH:34]1([C:32]([NH:31][C:29]2[N:30]=[C:25]3[CH:24]=[CH:23][C:22]([O:21][C:20]4[CH:37]=[CH:38][C:39]([F:40])=[C:18]([NH:17][C:7]([C:5]5[C:4]([CH3:10])=[N:3][N:2]([CH3:1])[CH:6]=5)=[O:8])[CH:19]=4)=[N:27][N:26]3[CH:28]=2)=[O:33])[CH2:35][CH2:36]1, predict the reactants needed to synthesize it. The reactants are: [CH3:1][N:2]1[CH:6]=[C:5]([C:7](O)=[O:8])[C:4]([CH3:10])=[N:3]1.C(Cl)(=O)C(Cl)=O.[NH2:17][C:18]1[CH:19]=[C:20]([CH:37]=[CH:38][C:39]=1[F:40])[O:21][C:22]1[CH:23]=[CH:24][C:25]2[N:26]([CH:28]=[C:29]([NH:31][C:32]([CH:34]3[CH2:36][CH2:35]3)=[O:33])[N:30]=2)[N:27]=1.